This data is from CYP2C19 inhibition data for predicting drug metabolism from PubChem BioAssay. The task is: Regression/Classification. Given a drug SMILES string, predict its absorption, distribution, metabolism, or excretion properties. Task type varies by dataset: regression for continuous measurements (e.g., permeability, clearance, half-life) or binary classification for categorical outcomes (e.g., BBB penetration, CYP inhibition). Dataset: cyp2c19_veith. (1) The molecule is COC(=O)N1CCC2(CCN(C(=O)NC(C)C)CC2)CC1. The result is 0 (non-inhibitor). (2) The compound is COC(=O)c1c(NC(=O)CC2Nc3ccccc3NC2=O)sc(C)c1C. The result is 1 (inhibitor). (3) The result is 1 (inhibitor). The compound is COc1ccc([C@@H](Nc2ccccn2)c2cc(C(C)(C)C)cc(C(C)(C)C)c2O)cc1. (4) The compound is O=C(O)[C@H]1C[C@@H](C(=O)O)[C@@H](C(=O)O)[C@@H]1C(=O)O. The result is 0 (non-inhibitor). (5) The molecule is N[C@@H](Cn1ccc(=O)n(Cc2ccc(C(=O)O)cc2)c1=O)C(=O)O. The result is 0 (non-inhibitor).